Predict the product of the given reaction. From a dataset of Forward reaction prediction with 1.9M reactions from USPTO patents (1976-2016). (1) Given the reactants C([N:14]1[CH2:17][C:16]([NH:21]CC2C=CC=CC=2)([C:18]([NH2:20])=[O:19])[CH2:15]1)(C1C=CC=CC=1)C1C=CC=CC=1.[ClH:29], predict the reaction product. The product is: [ClH:29].[NH2:21][C:16]1([C:18]([NH2:20])=[O:19])[CH2:17][NH:14][CH2:15]1. (2) Given the reactants [CH3:1][C@H:2]1[CH2:7][NH:6][CH2:5][CH2:4][N:3]1[C:8]([O:10][C:11]([CH3:14])([CH3:13])[CH3:12])=[O:9].Br[CH2:16][C:17]1[CH:26]=[CH:25][C:20]([C:21]([O:23][CH3:24])=[O:22])=[CH:19][C:18]=1[C:27]([F:30])([F:29])[F:28].CCN(CC)CC, predict the reaction product. The product is: [CH3:24][O:23][C:21]([C:20]1[CH:25]=[CH:26][C:17]([CH2:16][N:6]2[CH2:5][CH2:4][N:3]([C:8]([O:10][C:11]([CH3:13])([CH3:12])[CH3:14])=[O:9])[C@@H:2]([CH3:1])[CH2:7]2)=[C:18]([C:27]([F:28])([F:30])[F:29])[CH:19]=1)=[O:22]. (3) Given the reactants [CH3:1][N:2]1CCOCC1.ClC(OCC(C)C)=O.[CH3:16][C:17]([O:20][C:21]([NH:23][C@H:24]([C:31]([OH:33])=O)[C:25]1[CH:30]=[CH:29][CH:28]=[CH:27][CH:26]=1)=[O:22])([CH3:19])[CH3:18].CN, predict the reaction product. The product is: [CH3:1][NH:2][C:31](=[O:33])[C@@H:24]([NH:23][C:21](=[O:22])[O:20][C:17]([CH3:19])([CH3:18])[CH3:16])[C:25]1[CH:30]=[CH:29][CH:28]=[CH:27][CH:26]=1.